From a dataset of Full USPTO retrosynthesis dataset with 1.9M reactions from patents (1976-2016). Predict the reactants needed to synthesize the given product. (1) Given the product [F:44][CH2:43][CH:9]1[NH:8][CH2:13][CH2:12][N:11]([C:14]2[CH:19]=[CH:18][C:17]([NH:20][C:21]3[N:22]=[CH:23][C:24]4[CH:29]=[CH:28][N:27]([CH2:30][C:31]5[C:32]([N:37]([CH3:42])[S:38]([CH3:41])(=[O:40])=[O:39])=[N:33][CH:34]=[CH:35][CH:36]=5)[C:25]=4[N:26]=3)=[CH:16][CH:15]=2)[CH2:10]1, predict the reactants needed to synthesize it. The reactants are: C([N:8]1[CH2:13][CH2:12][N:11]([C:14]2[CH:19]=[CH:18][C:17]([NH:20][C:21]3[N:22]=[CH:23][C:24]4[CH:29]=[CH:28][N:27]([CH2:30][C:31]5[C:32]([N:37]([CH3:42])[S:38]([CH3:41])(=[O:40])=[O:39])=[N:33][CH:34]=[CH:35][CH:36]=5)[C:25]=4[N:26]=3)=[CH:16][CH:15]=2)[CH2:10][CH:9]1[CH2:43][F:44])C1C=CC=CC=1.C([O-])=O.[NH4+]. (2) Given the product [CH2:20]1[O:21][CH2:7]1.[CH2:16]1[O:15][CH:17]1[CH3:18].[C:47]1(=[O:50])[O:46][CH2:45][CH2:38][CH2:51][CH2:49][CH2:48]1, predict the reactants needed to synthesize it. The reactants are: [C:16]([O:15]C[C:7]([CH2:20][OH:21])(C[O:15][C:16](=O)[CH:17]=[CH2:18])C[O:21][C:20](=O)[CH:7]=C)(=O)[CH:17]=[CH2:18].[C:47]([O:46][CH2:45][C:38](CO)(COC[C:38]([CH2:51]OC(=O)C=C)([CH2:45][O:46][C:47](=[O:50])[CH:48]=[CH2:49])COC(=O)C=C)[CH2:51]OC(=O)C=C)(=[O:50])[CH:48]=[CH2:49].